The task is: Predict which catalyst facilitates the given reaction.. This data is from Catalyst prediction with 721,799 reactions and 888 catalyst types from USPTO. (1) Reactant: C(O[BH-](OC(=O)C)OC(=O)C)(=O)C.[Na+].[C:15]([C:19]1[CH:20]=[C:21]([C:28]2[CH:29]=[N:30][C:31]([C:34]([F:37])([F:36])[F:35])=[CH:32][CH:33]=2)[C:22]([OH:27])=[C:23]([CH:26]=1)[CH:24]=O)([CH3:18])([CH3:17])[CH3:16].[CH3:38][N:39]1[CH2:44][CH2:43][NH:42][CH2:41][CH2:40]1.C(O)C.[ClH:48]. Product: [ClH:48].[ClH:48].[C:15]([C:19]1[CH:20]=[C:21]([C:28]2[CH:29]=[N:30][C:31]([C:34]([F:36])([F:37])[F:35])=[CH:32][CH:33]=2)[C:22]([OH:27])=[C:23]([CH2:24][N:42]2[CH2:43][CH2:44][N:39]([CH3:38])[CH2:40][CH2:41]2)[CH:26]=1)([CH3:16])([CH3:18])[CH3:17]. The catalyst class is: 7. (2) Reactant: C[Si](C)(C)[CH:3]1[S:8][CH2:7][CH2:6][CH2:5][S:4]1.C([Li])CCC.[CH3:16][C@H:17]1[CH2:22][C@@H:21]([CH3:23])[CH2:20][C:19](=O)[CH2:18]1. Product: [CH3:16][C@H:17]1[CH2:22][C@@H:21]([CH3:23])[CH2:20][C:19](=[C:3]2[S:8][CH2:7][CH2:6][CH2:5][S:4]2)[CH2:18]1. The catalyst class is: 1. (3) Reactant: Cl.Cl.[CH2:3]([N:10]1[CH2:15][CH2:14][CH:13]([C:16](=[NH:19])[O:17][CH3:18])[CH2:12][CH2:11]1)[C:4]1[CH:9]=[CH:8][CH:7]=[CH:6][CH:5]=1.C(=O)([O-])[O-].[K+].[K+]. Product: [CH2:3]([N:10]1[CH2:11][CH2:12][CH:13]([C:16](=[NH:19])[O:17][CH3:18])[CH2:14][CH2:15]1)[C:4]1[CH:5]=[CH:6][CH:7]=[CH:8][CH:9]=1. The catalyst class is: 13.